This data is from Full USPTO retrosynthesis dataset with 1.9M reactions from patents (1976-2016). The task is: Predict the reactants needed to synthesize the given product. (1) Given the product [CH2:41]([O:40][C:38](=[O:39])[CH2:27][CH2:9][CH2:10][C:11]1[CH:12]=[CH:13][CH:14]=[CH:15][CH:16]=1)[CH3:42], predict the reactants needed to synthesize it. The reactants are: C(N[C@H:9]([C:27](O)=O)[CH2:10][C:11]1[CH:16]=[CH:15][C:14](OCC2C(Cl)=CC=CC=2Cl)=[CH:13][CH:12]=1)(OC(C)(C)C)=O.CN1CCOCC1.Cl[C:38]([O:40][CH2:41][CH:42](C)C)=[O:39]. (2) Given the product [C:23]([N:13]1[C@H:8]([C:5]2[CH:4]=[CH:3][C:2]([Cl:1])=[CH:7][CH:6]=2)[CH2:9][O:10][CH2:11][C@@H:12]1/[CH:14]=[CH:15]/[C:16]([O:18][CH3:19])=[O:17])(=[O:24])[CH2:22][CH:20]=[CH2:21].[C:23]([N:13]1[C@H:8]([C:5]2[CH:4]=[CH:3][C:2]([Cl:1])=[CH:7][CH:6]=2)[CH2:9][O:10][CH2:11][C@@H:12]1/[CH:14]=[CH:15]\[C:16]([O:18][CH3:19])=[O:17])(=[O:24])[CH2:22][CH:20]=[CH2:21], predict the reactants needed to synthesize it. The reactants are: [Cl:1][C:2]1[CH:7]=[CH:6][C:5]([C@H:8]2[NH:13][C@@H:12]([CH:14]=[CH:15][C:16]([O:18][CH3:19])=[O:17])[CH2:11][O:10][CH2:9]2)=[CH:4][CH:3]=1.[CH:20]([CH2:22][C:23](O)=[O:24])=[CH2:21].O=C1N(P(Cl)(N2CCOC2=O)=O)CCO1.Cl. (3) Given the product [ClH:36].[CH3:33][N:3]([CH3:2])[C:4]1([C:27]2[CH:28]=[CH:29][CH:30]=[CH:31][CH:32]=2)[CH2:9][CH2:8][CH:7]([CH2:10][CH2:11][NH:12][C:13]([NH:15][CH2:16][CH2:17][C:18]2[C:26]3[C:21](=[CH:22][CH:23]=[CH:24][CH:25]=3)[NH:20][CH:19]=2)=[S:14])[CH2:6][CH2:5]1, predict the reactants needed to synthesize it. The reactants are: Cl.[CH3:2][N:3]([CH3:33])[C:4]1([C:27]2[CH:32]=[CH:31][CH:30]=[CH:29][CH:28]=2)[CH2:9][CH2:8][CH:7]([CH2:10][CH2:11][NH:12][C:13]([NH:15][CH2:16][CH2:17][C:18]2[C:26]3[C:21](=[CH:22][CH:23]=[CH:24][CH:25]=3)[NH:20][CH:19]=2)=[S:14])[CH2:6][CH2:5]1.C[Si](C)(C)[Cl:36]. (4) Given the product [Br:1][C:2]1[CH:7]=[CH:6][CH:5]=[C:4]([O:8][CH2:12][CH:13]([O:17][CH2:18][CH3:19])[O:14][CH2:15][CH3:16])[CH:3]=1, predict the reactants needed to synthesize it. The reactants are: [Br:1][C:2]1[CH:3]=[C:4]([OH:8])[CH:5]=[CH:6][CH:7]=1.[H-].[Na+].Br[CH2:12][CH:13]([O:17][CH2:18][CH3:19])[O:14][CH2:15][CH3:16].